Task: Binary Classification. Given a miRNA mature sequence and a target amino acid sequence, predict their likelihood of interaction.. Dataset: Experimentally validated miRNA-target interactions with 360,000+ pairs, plus equal number of negative samples (1) The miRNA is hsa-miR-3928-5p with sequence UGAAGCUCUAAGGUUCCGCCUGC. The protein sequence of the target gene is MADEEAGGTERMEISAELPQTPQRLASWWDQQVDFYTAFLHHLAQLVPEIYFAEMDPDLEKQEESVQMSIFTPLEWYLFGEDPDICLEKLKHSGAFQLCGRVFKSGETTYSCRDCAIDPTCVLCMDCFQDSVHKNHRYKMHTSTGGGFCDCGDTEAWKTGPFCVNHEPGRAGTIKENSRCPLNEEVIVQARKIFPSVIKYVVEMTIWEEEKELPPELQIREKNERYYCVLFNDEHHSYDHVIYSLQRALDCELAEAQLHTTAIDKEGRRAVKAGAYAACQEAKEDIKSHSENVSQHPLHV.... Result: 1 (interaction). (2) The miRNA is rno-miR-145-5p with sequence GUCCAGUUUUCCCAGGAAUCCCU. The protein sequence of the target gene is MACAPGALGHRALWAVAWGLLLLVPVLAGAQRGRKKVVHVLEGESGSVVVQTAPGQVVSHRGGTIVLPCRYHYEAAAHGHDGVRLKWTKVVDPLAFADVFVALGPQHRAFGPYRGRAELQNDGPGDASLVLRNVTLQDYGRYECEVTNELEDDVGMVKLDLEGVVFPYHPRGGRYKMTFVEAQRACAEQDGILASAEQLHAAWRDGLDWCNAGWLRDGSVQYPVSHAREPCGGTGSTGAGGGTNGGVRNYGYRHNAEERYDAFCFTSNLPGRVFFLKPLRPVALAGAVRACAARGATVAK.... Result: 0 (no interaction). (3) The miRNA is hsa-miR-4711-5p with sequence UGCAUCAGGCCAGAAGACAUGAG. The protein sequence of the target gene is MRLPGWLWLSSAVLAACRAVEEHNLTEGLEDASAQAACPARLEGSGRCEGSQCPFQLTLPTLTIQLPRQLGSMEEVLKEVRTLKEAVDSLKKSCQDCKLQADDHRDPGGNGGNGAETAEDSRVQELESQVNKLSSELKNAKDQIQGLQGRLETLHLVNMNNIENYVDNKVANLTVVVNSLDGKCSKCPSQEHMQSQPVQHLIYKDCSDHYVLGRRSSGAYRVTPDHRNSSFEVYCDMETMGGGWTVLQARLDGSTNFTREWKDYKAGFGNLEREFWLGNDKIHLLTKSKEMILRIDLEDF.... Result: 0 (no interaction). (4) The miRNA is hsa-miR-6775-5p with sequence UCGGGGCAUGGGGGAGGGAGGCUGG. The protein sequence of the target gene is METGGLPLELWRMILAYLHLPDLGRCSLVCRAWYELILSLDSTRWRQLCLGCTECRHPNWPNQPDVEPESWREAFKQHYLASKTWTKNALDLESSICFSLFRRKKERRTLSVGPGHEFDSLGSALAMASLYDRIVLFPGVYEEQGEIILKVPVEIVGQGKLGEVALLASIDQHCSTTRVCNLVFMPAWFSPIMYKTTSGHIQFDNCNFENGHIQVHGPGTCQVKFCTFKNTHVFLHNVPLCMLENCEFVGSENNCVTVEGHPSADKNWAYKYLLGLIKSSPIFLPAEDHDFLMSLDLESR.... Result: 0 (no interaction). (5) The miRNA is hsa-miR-1225-3p with sequence UGAGCCCCUGUGCCGCCCCCAG. The protein sequence of the target gene is MSEAPRFFVGPEDTEINPGNYRHFFHHADEDDEEEDDSPPERQIVVGICSMAKKSKSKPMKEILERISLFKYITVVVFEEEVILNEPVENWPLCDCLISFHSKGFPLDKAVAYAKLRNPFVINDLNMQYLIQDRREVYSILQAEGILLPRYAILNRDPNNPKECNLIEGEDHVEVNGEVFQKPFVEKPVSAEDHNVYIYYPTSAGGGSQRLFRKIGSRSSVYSPESNVRKTGSYIYEEFMPTDGTDVKVYTVGPDYAHAEARKSPALDGKVERDSEGKEVRYPVILNAREKLIAWKVCLA.... Result: 1 (interaction). (6) The miRNA is hsa-miR-6511b-5p with sequence CUGCAGGCAGAAGUGGGGCUGACA. The protein sequence of the target gene is MDARRMKKEEGLTENTGLPRKLLEKHDPWPAYVTYTSQTVKRLIEKSKTRELECMRALEERPWASRQNKPSSVIQPKRRKSSKSSGKAVFRDTLSESTLSMWGAYSVLAMAPTMIPEPTHLHADSRDCPTENYNKIIFARKPMMRMLPTVRY. Result: 0 (no interaction). (7) The miRNA is hsa-miR-29b-2-5p with sequence CUGGUUUCACAUGGUGGCUUAG. The protein sequence of the target gene is MALNVAPVRDTKWLTLEVCRQFQRGTCSRSDEECKFAHPPKSCQVENGRVIACFDSLKGRCSRENCKYLHPPTHLKTQLEINGRNNLIQQKTAAAMLAQQMQFMFPGTPLHPVPTFPVGPAIGTNTAISFAPYLAPVTPGVGLVPTEILPTTPVIVPGSPPVTVPGSTATQKLLRTDKLEVCREFQRGNCARGETDCRFAHPADSTMIDTSDNTVTVCMDYIKGRCMREKCKYFHPPAHLQAKIKAAQHQANQAAVAAQAAAAAATVMAFPPGALHPLPKRQALEKSNGTSAVFNPSVLH.... Result: 0 (no interaction). (8) The miRNA is hsa-miR-335-5p with sequence UCAAGAGCAAUAACGAAAAAUGU. The protein sequence of the target gene is MGNILTCCINSHCGWPRGKDAPCYESDTDIYETVAAATSESTTVEPGKLDVGATEGQDLQHISNQKMPTGPPEDRLSLKFLPSSEEDNDDAKILPSPVQGSSEDNLSLVCLPRSEDDDCDDDDDDDAQILPSRVQGGCYRFDSSSCSSEDNLSLVCLPRSEDDDCDDDDDDAQILPSPVQACSEDSLFLRCSLRHKDEEEEDDDDIHITARIESDLTLESLSDEEIHPG. Result: 1 (interaction). (9) The miRNA is hsa-miR-335-5p with sequence UCAAGAGCAAUAACGAAAAAUGU. The protein sequence of the target gene is MDQNEHSHWGPHAKGQCASRSELRIILVGKTGTGKSAAGNSILRKQAFESKLGSQTLTKTCSKSQGSWGNREIVIIDTPDMFSWKDHCEALYKEVQRCYLLSAPGPHVLLLVTQLGRYTSQDQQAAQRVKEIFGEDAMGHTIVLFTHKEDLNGGSLMDYMHDSDNKALSKLVAACGGRICAFNNRAEGSNQDDQVKELMDCIEDLLMEKNGDHYTNGLYSLIQRSKCGPVGSDERVKEFKQSLIKYMETQRSYTALAEANCLKGALIKTQLCVLFCIQLFLRLIILWLCILHSMCNLFCC.... Result: 1 (interaction). (10) The miRNA is rno-miR-17-5p with sequence CAAAGUGCUUACAGUGCAGGUAG. The protein sequence of the target gene is MGDWSALGKLLDKVQAYSTAGGKVWLSVLFIFRILLLGTAVESAWGDEQSAFRCNTQQPGCENVCYDKSFPISHVRFWVLQIIFVSVPTLLYLAHVFYVMRKEEKLNKKEEELKVAQTDGVNVEMHLKQIEIKKFKYGIEEHGKVKMRGGLLRTYIISILFKSVFEVAFLLIQWYIYGFSLSAVYTCKRDPCPHQVDCFLSRPTEKTIFIIFMLVVSLVSLALNIIELFYVFFKGVKDRVKGRSDPYHATTGPLSPSKDCGSPKYAYFNGCSSPTAPLSPMSPPGYKLVTGDRNNSSCRN.... Result: 0 (no interaction).